From a dataset of Reaction yield outcomes from USPTO patents with 853,638 reactions. Predict the reaction yield, written as a fraction of the theoretical maximum amount of product (1.0 means a 100% yield; for example, 0.34 means a 34% yield). (1) The reactants are Cl[C:2]1[N:7]=[CH:6][N:5]=[C:4]([NH:8][CH:9]2[CH2:14][CH2:13][CH2:12][N:11]([C:15]([O:17][C:18]([CH3:21])([CH3:20])[CH3:19])=[O:16])[CH2:10]2)[CH:3]=1.[O:22]([C:29]1[CH:35]=[CH:34][C:32]([NH2:33])=[CH:31][CH:30]=1)[C:23]1[CH:28]=[CH:27][CH:26]=[CH:25][CH:24]=1.C1C=CC(P(C2C(C3C(P(C4C=CC=CC=4)C4C=CC=CC=4)=CC=C4C=3C=CC=C4)=C3C(C=CC=C3)=CC=2)C2C=CC=CC=2)=CC=1.C([O-])([O-])=O.[Cs+].[Cs+]. The catalyst is C1(C)C=CC=CC=1.CCOC(C)=O.CC([O-])=O.CC([O-])=O.[Pd+2]. The product is [O:22]([C:29]1[CH:30]=[CH:31][C:32]([NH:33][C:2]2[N:7]=[CH:6][N:5]=[C:4]([NH:8][CH:9]3[CH2:14][CH2:13][CH2:12][N:11]([C:15]([O:17][C:18]([CH3:21])([CH3:20])[CH3:19])=[O:16])[CH2:10]3)[CH:3]=2)=[CH:34][CH:35]=1)[C:23]1[CH:28]=[CH:27][CH:26]=[CH:25][CH:24]=1. The yield is 0.409. (2) The reactants are C(=O)([O-])[O-].[Cs+].[Cs+].Br[C:8]1[S:9][CH:10]=[CH:11][N:12]=1.[I:13][C:14]1[CH:15]=[C:16]([OH:20])[CH:17]=[CH:18][CH:19]=1.O. The catalyst is CN(C=O)C. The product is [I:13][C:14]1[CH:15]=[C:16]([CH:17]=[CH:18][CH:19]=1)[O:20][C:8]1[S:9][CH:10]=[CH:11][N:12]=1. The yield is 0.718. (3) The reactants are [NH2:1][CH2:2][CH2:3][C@H:4]([N:6]1[CH2:11][CH2:10][CH:9]([N:12]([C:21]2[CH:26]=[CH:25][C:24]([O:27][CH3:28])=[CH:23][CH:22]=2)[CH2:13][C:14]2[CH:15]=[N:16][CH:17]=[CH:18][C:19]=2[CH3:20])[CH2:8][CH2:7]1)[CH3:5].[Cl:29][C:30]1[CH:38]=[C:37]([CH3:39])[C:33]([C:34](O)=[O:35])=[C:32]([CH3:40])[N:31]=1.C1C=CC2N(O)N=NC=2C=1.CCN=C=NCCCN(C)C.CCN(C(C)C)C(C)C. The catalyst is CN(C=O)C.[Cl-].[Na+].O. The product is [Cl:29][C:30]1[CH:38]=[C:37]([CH3:39])[C:33]([C:34]([NH:1][CH2:2][CH2:3][C@H:4]([N:6]2[CH2:7][CH2:8][CH:9]([N:12]([C:21]3[CH:26]=[CH:25][C:24]([O:27][CH3:28])=[CH:23][CH:22]=3)[CH2:13][C:14]3[CH:15]=[N:16][CH:17]=[CH:18][C:19]=3[CH3:20])[CH2:10][CH2:11]2)[CH3:5])=[O:35])=[C:32]([CH3:40])[N:31]=1. The yield is 0.800. (4) The reactants are C[O-].[Na+].[C:4]([C:6]1[CH:11]=[N:10][CH:9]=[CH:8][N:7]=1)#[N:5].[Cl-:12].[NH4+:13].C(OC)(C)(C)C. The catalyst is CO. The product is [ClH:12].[N:7]1[CH:8]=[CH:9][N:10]=[CH:11][C:6]=1[C:4]([NH2:13])=[NH:5]. The yield is 0.950. (5) The catalyst is CCCCCC.O1CCCC1. The yield is 0.860. The reactants are Br[C:2]1[CH:3]=[CH:4][C:5]2[N:6]([C:15]3[CH:20]=[CH:19][CH:18]=[CH:17][CH:16]=3)[C:7]3[C:12]([C:13]=2[CH:14]=1)=[CH:11][CH:10]=[CH:9][CH:8]=3.C([Li])CCC.[B:26](OC)([O:29]C)[O:27]C.Cl. The product is [C:7]1([N:6]2[C:5]3[CH:13]=[CH:14][C:2]([B:26]([OH:29])[OH:27])=[CH:3][C:4]=3[C:20]3[C:15]2=[CH:16][CH:17]=[CH:18][CH:19]=3)[CH:12]=[CH:11][CH:10]=[CH:9][CH:8]=1. (6) The reactants are [NH2:1][C:2]1[N:7]=[C:6]([NH:8][C:9]2[CH:23]=[CH:22][C:12]([O:13][C:14]3[CH:19]=[CH:18][N:17]=[C:16]([C:20]#[N:21])[CH:15]=3)=[CH:11][CH:10]=2)[CH:5]=[C:4]([C:24]2[CH:29]=[CH:28][CH:27]=[CH:26][CH:25]=2)[N:3]=1.C([O-])(=O)C.[Na+].[Br:35]Br.ClCCl. The catalyst is C(O)(=O)C.O. The product is [NH2:1][C:2]1[N:7]=[C:6]([NH:8][C:9]2[CH:23]=[CH:22][C:12]([O:13][C:14]3[CH:19]=[CH:18][N:17]=[C:16]([C:20]#[N:21])[CH:15]=3)=[CH:11][CH:10]=2)[C:5]([Br:35])=[C:4]([C:24]2[CH:25]=[CH:26][CH:27]=[CH:28][CH:29]=2)[N:3]=1. The yield is 0.830. (7) The reactants are [S:1]1[C:5]2[CH:6]=[CH:7][C:8]([NH:10][C:11]3[C:20]4[C:15](=[CH:16][CH:17]=[C:18]([S:21]([CH3:24])(=[O:23])=[O:22])[CH:19]=4)[N:14]=[CH:13][CH:12]=3)=[CH:9][C:4]=2[N:3]=[CH:2]1.[H-].[Na+].[C:27](Cl)(=[O:29])[CH3:28].O. The catalyst is CN(C=O)C. The product is [S:1]1[C:5]2[CH:6]=[CH:7][C:8]([N:10]([C:11]3[C:20]4[C:15](=[CH:16][CH:17]=[C:18]([S:21]([CH3:24])(=[O:22])=[O:23])[CH:19]=4)[N:14]=[CH:13][CH:12]=3)[C:27](=[O:29])[CH3:28])=[CH:9][C:4]=2[N:3]=[CH:2]1. The yield is 0.770. (8) The reactants are [Br:1][C:2]1[CH:7]=[C:6]([F:8])[CH:5]=[C:4]([N+:9]([O-:11])=[O:10])[C:3]=1[OH:12].[C:13](=O)([O-])[O-].[K+].[K+].IC. The catalyst is CC(C)=O. The product is [Br:1][C:2]1[CH:7]=[C:6]([F:8])[CH:5]=[C:4]([N+:9]([O-:11])=[O:10])[C:3]=1[O:12][CH3:13]. The yield is 0.618. (9) The reactants are [Cl:1][C:2]1[C:3]([O:14][C:15]2[CH:20]=[CH:19][C:18]([Cl:21])=[CH:17][C:16]=2[O:22][CH:23]([F:25])[F:24])=[CH:4][C:5]([F:13])=[C:6]([CH:12]=1)[C:7](OCC)=[O:8].[OH-].[Li+].Cl.CN(C)CCCN=C=NCC.[CH3:40][S:41]([NH2:44])(=[O:43])=[O:42]. The catalyst is O1CCCC1.O.C(OCC)(=O)C.CN(C)C1C=CN=CC=1.ClCCl. The product is [Cl:1][C:2]1[C:3]([O:14][C:15]2[CH:20]=[CH:19][C:18]([Cl:21])=[CH:17][C:16]=2[O:22][CH:23]([F:25])[F:24])=[CH:4][C:5]([F:13])=[C:6]([CH:12]=1)[C:7]([NH:44][S:41]([CH3:40])(=[O:43])=[O:42])=[O:8]. The yield is 0.250.